This data is from Reaction yield outcomes from USPTO patents with 853,638 reactions. The task is: Predict the reaction yield, written as a fraction of the theoretical maximum amount of product (1.0 means a 100% yield; for example, 0.34 means a 34% yield). (1) The reactants are [Br:1][C:2]1[C:7]2[S:8][CH:9]=[CH:10][C:6]=2[C:5]([Cl:11])=[C:4]([C:12]([OH:14])=O)[CH:3]=1.C(Cl)(C(Cl)=O)=O.BrC1C2SC=CC=2C(Cl)=C(C(Cl)=O)C=1.[CH2:35]([O:37][C:38]1[CH:43]=[CH:42][CH:41]=[CH:40][CH:39]=1)[CH3:36].[Al+3].[Cl-].[Cl-].[Cl-]. The catalyst is C(Cl)Cl.CN(C=O)C. The product is [Br:1][C:2]1[C:7]2[S:8][CH:9]=[CH:10][C:6]=2[C:5]([Cl:11])=[C:4]([C:12]([C:41]2[CH:42]=[CH:43][C:38]([O:37][CH2:35][CH3:36])=[CH:39][CH:40]=2)=[O:14])[CH:3]=1. The yield is 0.798. (2) The reactants are [C:1]([O:5][C:6]([N:8]([CH2:25][CH2:26][C:27]1[CH:32]=[CH:31][C:30]([O:33][C:34]([F:37])([F:36])[F:35])=[CH:29][CH:28]=1)[C:9]1[N:14]=[C:13]([O:15][CH3:16])[N:12]=[C:11](OS(C(F)(F)F)(=O)=O)[CH:10]=1)=[O:7])([CH3:4])([CH3:3])[CH3:2].Cl.[CH2:39]([O:41][C:42]([CH:44]1[CH2:49][CH2:48][CH2:47][CH2:46][NH:45]1)=[O:43])[CH3:40].CCN(C(C)C)C(C)C. The catalyst is CN(C=O)C. The product is [CH2:39]([O:41][C:42]([CH:44]1[CH2:49][CH2:48][CH2:47][CH2:46][N:45]1[C:11]1[CH:10]=[C:9]([N:8]([C:6]([O:5][C:1]([CH3:3])([CH3:4])[CH3:2])=[O:7])[CH2:25][CH2:26][C:27]2[CH:28]=[CH:29][C:30]([O:33][C:34]([F:35])([F:36])[F:37])=[CH:31][CH:32]=2)[N:14]=[C:13]([O:15][CH3:16])[N:12]=1)=[O:43])[CH3:40]. The yield is 0.920. (3) The reactants are [CH3:1][Si](C=[N+]=[N-])(C)C.[N:8]12[CH2:15][CH2:14][CH:11]([CH2:12][CH2:13]1)[C:10](=[O:16])[CH2:9]2.CO.C(=O)([O-])[O-].[Na+].[Na+]. The catalyst is C1COCC1.C(O)(=O)C. The product is [N:8]12[CH2:15][CH2:14][CH:11]([CH2:12][CH2:13]1)[C:10](=[O:16])[CH2:9][CH2:1]2. The yield is 0.610.